From a dataset of Full USPTO retrosynthesis dataset with 1.9M reactions from patents (1976-2016). Predict the reactants needed to synthesize the given product. (1) Given the product [Br:22][C:23]1[CH:30]=[CH:29][C:26]([CH2:27][NH:28][C:2]2[N:3]([C:13]3[N:14]=[CH:15][N:16]=[C:17]([NH2:20])[C:18]=3[N:19]=2)[C@@H:4]2[O:12][C@H:9]([CH2:10][OH:11])[C@@H:7]([OH:8])[C@H:5]2[OH:6])=[CH:25][CH:24]=1, predict the reactants needed to synthesize it. The reactants are: Br[C:2]1[N:3]([C:13]2[N:14]=[CH:15][N:16]=[C:17]([NH2:20])[C:18]=2[N:19]=1)[C@@H:4]1[O:12][C@H:9]([CH2:10][OH:11])[C@@H:7]([OH:8])[C@H:5]1[OH:6].Cl.[Br:22][C:23]1[CH:30]=[CH:29][C:26]([CH2:27][NH2:28])=[CH:25][CH:24]=1.C(N(CC)CC)C. (2) Given the product [F:18][C:17]1[C:9]([OH:8])=[CH:10][CH:11]=[C:12]2[C:16]=1[C:15](=[O:19])[N:14]([CH2:20][C@H:21]1[CH2:22][CH2:23][C@H:24]([CH2:27][OH:28])[CH2:25][CH2:26]1)[CH2:13]2, predict the reactants needed to synthesize it. The reactants are: C([O:8][C:9]1[C:17]([F:18])=[C:16]2[C:12]([CH2:13][N:14]([CH2:20][C@H:21]3[CH2:26][CH2:25][C@H:24]([CH2:27][OH:28])[CH2:23][CH2:22]3)[C:15]2=[O:19])=[CH:11][CH:10]=1)C1C=CC=CC=1.[H][H]. (3) Given the product [N:10]1[C:11]2[CH:16]=[CH:15][CH:14]=[CH:13][C:12]=2[NH:17][C:7]=1[CH:4]1[CH2:5][CH2:6][NH:1][CH2:2][CH2:3]1, predict the reactants needed to synthesize it. The reactants are: [NH:1]1[CH2:6][CH2:5][CH:4]([C:7](O)=O)[CH2:3][CH2:2]1.[NH2:10][C:11]1[CH:16]=[CH:15][CH:14]=[CH:13][C:12]=1[NH2:17].[OH-].[K+].